This data is from Reaction yield outcomes from USPTO patents with 853,638 reactions. The task is: Predict the reaction yield, written as a fraction of the theoretical maximum amount of product (1.0 means a 100% yield; for example, 0.34 means a 34% yield). (1) The reactants are [NH2:1][C:2]1[CH:7]=[N:6][C:5]([C:8]#[N:9])=[CH:4][N:3]=1.[CH2:10](N)[CH2:11][NH2:12].[Cl-].[Na+]. The catalyst is C(Cl)(Cl)Cl.O. The product is [NH:9]1[CH2:10][CH2:11][N:12]=[C:8]1[C:5]1[N:6]=[CH:7][C:2]([NH2:1])=[N:3][CH:4]=1. The yield is 0.481. (2) The reactants are [Br:1][C:2]1[CH:3]=[C:4]([N:8]2[C:12]3=N[CH:14]=[C:15](I)[CH:16]=[C:11]3[C:10]([C:18]([O:20][CH3:21])=[O:19])=[N:9]2)[CH:5]=[CH:6][CH:7]=1.[CH3:22][N:23]1[CH:27]=[C:26](B2OC(C)(C)C(C)(C)O2)[CH:25]=[N:24]1.[Cl-].[Li+].[C:39](=O)([O-])[O-].[Na+].[Na+]. The catalyst is COCCOC.O.[Cl-].[NH4+]. The product is [Br:1][C:2]1[CH:3]=[C:4]([N:8]2[C:12]3[C:11](=[CH:16][C:15]([C:26]4[CH:25]=[N:24][N:23]([CH3:22])[CH:27]=4)=[CH:14][CH:39]=3)[C:10]([C:18]([O:20][CH3:21])=[O:19])=[N:9]2)[CH:5]=[CH:6][CH:7]=1. The yield is 0.380. (3) The reactants are [C:1]([O:5][C:6]([NH:8][C:9]1[S:10][CH:11]=[C:12]([C:14](OCC)=[O:15])[N:13]=1)=[O:7])([CH3:4])([CH3:3])[CH3:2].[Li+].[B-](CC)(CC)CC. The catalyst is C1COCC1. The product is [OH:15][CH2:14][C:12]1[N:13]=[C:9]([NH:8][C:6](=[O:7])[O:5][C:1]([CH3:3])([CH3:2])[CH3:4])[S:10][CH:11]=1. The yield is 0.720. (4) The reactants are Br[C:2]1[CH:3]=[N:4][CH:5]=[C:6]([Br:8])[CH:7]=1.O1CCOCC1.[NH:15]1[CH2:20][CH2:19][O:18][CH2:17][CH2:16]1.CC(C)([O-])C.[Na+]. The catalyst is C1C=CC([P]([Pd]([P](C2C=CC=CC=2)(C2C=CC=CC=2)C2C=CC=CC=2)([P](C2C=CC=CC=2)(C2C=CC=CC=2)C2C=CC=CC=2)[P](C2C=CC=CC=2)(C2C=CC=CC=2)C2C=CC=CC=2)(C2C=CC=CC=2)C2C=CC=CC=2)=CC=1. The product is [Br:8][C:6]1[CH:7]=[C:2]([N:15]2[CH2:20][CH2:19][O:18][CH2:17][CH2:16]2)[CH:3]=[N:4][CH:5]=1. The yield is 0.400. (5) The reactants are [CH2:1]([C:4]1[CH:5]=[N:6][C:7]([N:10]2[CH2:15][CH2:14][CH:13]([OH:16])[CH2:12][CH2:11]2)=[N:8][CH:9]=1)[CH2:2][CH3:3].[H-].[Na+].[Br:19][C:20]1[CH:29]=[CH:28][C:23]2[N:24]=[C:25](Cl)[S:26][C:22]=2[CH:21]=1. The catalyst is CN(C=O)C.O. The product is [Br:19][C:20]1[CH:29]=[CH:28][C:23]2[N:24]=[C:25]([O:16][CH:13]3[CH2:14][CH2:15][N:10]([C:7]4[N:8]=[CH:9][C:4]([CH2:1][CH2:2][CH3:3])=[CH:5][N:6]=4)[CH2:11][CH2:12]3)[S:26][C:22]=2[CH:21]=1. The yield is 0.742. (6) The catalyst is C1COCC1.C1C=CC(P(C2C=CC=CC=2)[C-]2C=CC=C2)=CC=1.C1C=CC(P(C2C=CC=CC=2)[C-]2C=CC=C2)=CC=1.Cl[Pd]Cl.[Fe+2]. The yield is 0.410. The reactants are [Br-].[CH2:2]([O:4][C:5](=[O:10])[CH2:6][CH2:7][CH2:8][Zn+])[CH3:3].Br[C:12]1[CH:17]=[CH:16][CH:15]=[C:14]([O:18][C:19]([F:22])([F:21])[F:20])[CH:13]=1. The product is [F:20][C:19]([F:21])([F:22])[O:18][C:14]1[CH:13]=[C:12]([CH2:8][CH2:7][CH2:6][C:5]([O:4][CH2:2][CH3:3])=[O:10])[CH:17]=[CH:16][CH:15]=1.